From a dataset of Forward reaction prediction with 1.9M reactions from USPTO patents (1976-2016). Predict the product of the given reaction. (1) Given the reactants Br[C:2]1[N:7]=[CH:6][C:5]([NH:8][C:9]([C:11]2[CH:12]=[N:13][N:14]([C:17]3[CH:22]=[CH:21][C:20]([C:23]([F:26])([F:25])[F:24])=[CH:19][N:18]=3)[C:15]=2[CH3:16])=[O:10])=[CH:4][CH:3]=1.C(=O)([O-])[O-].[Cs+].[Cs+].[C:33]([O:37][C:38]([N:40]1[CH2:45][CH:44]=[C:43](B2OC(C)(C)C(C)(C)O2)[CH2:42][CH2:41]1)=[O:39])([CH3:36])([CH3:35])[CH3:34].O1CCOCC1, predict the reaction product. The product is: [C:33]([O:37][C:38]([N:40]1[CH2:41][CH:42]=[C:43]([C:2]2[N:7]=[CH:6][C:5]([NH:8][C:9]([C:11]3[CH:12]=[N:13][N:14]([C:17]4[CH:22]=[CH:21][C:20]([C:23]([F:26])([F:25])[F:24])=[CH:19][N:18]=4)[C:15]=3[CH3:16])=[O:10])=[CH:4][CH:3]=2)[CH2:44][CH2:45]1)=[O:39])([CH3:36])([CH3:34])[CH3:35]. (2) The product is: [N:1]1[CH:6]=[CH:5][C:4]([C:7]([C@@H:9]2[CH2:14][CH2:13][CH2:12][CH2:11][C@@H:10]2[C:15]([OH:17])=[O:16])=[O:8])=[CH:3][CH:2]=1. Given the reactants [N:1]1[CH:6]=[CH:5][C:4]([C:7]([C@H:9]2[CH2:14][CH2:13][CH2:12][CH2:11][C@H:10]2[C:15]([OH:17])=[O:16])=[O:8])=[CH:3][CH:2]=1, predict the reaction product. (3) Given the reactants [C:1]([C:11]1[O:12][C:13]([C:16]2[CH:21]=[CH:20][CH:19]=[CH:18][CH:17]=2)=[N:14][N:15]=1)(=O)[C:2]1[CH:7]=[CH:6][C:5](OC)=[CH:4]C=1.I.[OH2:23], predict the reaction product. The product is: [C:16]1([C:13]2[O:12][C:11]([C:1]3[CH:2]=[CH:7][C:6]([OH:23])=[CH:5][CH:4]=3)=[N:15][N:14]=2)[CH:17]=[CH:18][CH:19]=[CH:20][CH:21]=1. (4) Given the reactants Br[C:2]1[CH:3]=[CH:4][C:5]([N:8]2[C:12]([CH3:13])=[CH:11][CH:10]=[C:9]2[CH3:14])=[N:6][CH:7]=1.C([Li])(C)(C)C.[CH2:20]([N:23]1[C@@H:28]([CH3:29])[CH2:27][O:26][C:25](=[O:30])[CH2:24]1)[CH2:21][CH3:22].[NH4+].[Cl-], predict the reaction product. The product is: [CH3:14][C:9]1[N:8]([C:5]2[N:6]=[CH:7][C:2]([C:25]3([OH:30])[O:26][CH2:27][C@H:28]([CH3:29])[N:23]([CH2:20][CH2:21][CH3:22])[CH2:24]3)=[CH:3][CH:4]=2)[C:12]([CH3:13])=[CH:11][CH:10]=1. (5) Given the reactants ClC(Cl)(Cl)[C:3]([C:5]1[NH:6][CH:7]=[C:8]([I:10])[CH:9]=1)=[O:4].[CH2:13]([OH:20])[C:14]1[CH:19]=[CH:18][CH:17]=[CH:16][CH:15]=1.C(N(CC)CC)C.[C:28]([O:32][C:33](O[C:33]([O:32][C:28]([CH3:31])([CH3:30])[CH3:29])=[O:34])=[O:34])([CH3:31])([CH3:30])[CH3:29], predict the reaction product. The product is: [I:10][C:8]1[CH:9]=[C:5]([C:3]([O:20][CH2:13][C:14]2[CH:19]=[CH:18][CH:17]=[CH:16][CH:15]=2)=[O:4])[N:6]([C:33]([O:32][C:28]([CH3:31])([CH3:30])[CH3:29])=[O:34])[CH:7]=1. (6) Given the reactants [CH:1]([NH:4][C:5]([NH:7][CH:8]([CH3:10])[CH3:9])=[Se:6])([CH3:3])[CH3:2].Cl[CH2:12][C:13](Cl)=[O:14].N1C=CC=CC=1, predict the reaction product. The product is: [CH:1]([N:4]1[C:13](=[O:14])[CH2:12][Se:6][C:5]1=[N:7][CH:8]([CH3:10])[CH3:9])([CH3:3])[CH3:2].